Dataset: Catalyst prediction with 721,799 reactions and 888 catalyst types from USPTO. Task: Predict which catalyst facilitates the given reaction. Reactant: P([O-])([O-])([O-])=O.[K+].[K+].[K+].[F:9][C:10]1[CH:15]=[CH:14][C:13](B(O)O)=[CH:12][CH:11]=1.C1(P(C2CCCCC2)C2CCCCC2)CCCCC1.Br[C:39]1[C:49]([O:50][CH2:51][CH3:52])=[CH:48][C:42]([C:43]([O:45][CH2:46][CH3:47])=[O:44])=[CH:41][C:40]=1[O:53][CH2:54][CH3:55]. Product: [CH2:54]([O:53][C:40]1[CH:41]=[C:42]([C:43]([O:45][CH2:46][CH3:47])=[O:44])[CH:48]=[C:49]([O:50][CH2:51][CH3:52])[C:39]=1[C:13]1[CH:14]=[CH:15][C:10]([F:9])=[CH:11][CH:12]=1)[CH3:55]. The catalyst class is: 498.